Predict the product of the given reaction. From a dataset of Forward reaction prediction with 1.9M reactions from USPTO patents (1976-2016). (1) Given the reactants [O:1]1[CH2:3][C@H:2]1[CH2:4][O:5][C:6]1[C:18]2[C:17]3[C:12](=[CH:13][CH:14]=[CH:15][CH:16]=3)[NH:11][C:10]=2[CH:9]=[CH:8][CH:7]=1.[CH:19]1[C:28]2[C:23](=[CH:24][CH:25]=[CH:26][CH:27]=2)[CH:22]=[CH:21][C:20]=1[N:29]1[CH2:36][C@H:35]2[NH:37][CH2:38][C@@H:30]1[CH2:31][CH:32]=[CH:33][CH2:34]2.CCN(C(C)C)C(C)C, predict the reaction product. The product is: [CH:9]1[C:10]2[NH:11][C:12]3[C:17](=[CH:16][CH:15]=[CH:14][CH:13]=3)[C:18]=2[C:6]([O:5][CH2:4][C@@H:2]([OH:1])[CH2:3][N:37]2[CH2:38][CH:30]3[N:29]([C:20]4[CH:21]=[CH:22][C:23]5[C:28](=[CH:27][CH:26]=[CH:25][CH:24]=5)[CH:19]=4)[CH2:36][CH:35]2[CH2:34][CH:33]=[CH:32][CH2:31]3)=[CH:7][CH:8]=1. (2) Given the reactants F[C:2]1[CH:9]=[CH:8][CH:7]=[C:6]([C:10]2[S:11][CH:12]=[CH:13][N:14]=2)[C:3]=1[C:4]#[N:5].O.[NH2:16][NH2:17], predict the reaction product. The product is: [S:11]1[CH:12]=[CH:13][N:14]=[C:10]1[C:6]1[CH:7]=[CH:8][CH:9]=[C:2]2[C:3]=1[C:4]([NH2:5])=[N:16][NH:17]2.